From a dataset of Reaction yield outcomes from USPTO patents with 853,638 reactions. Predict the reaction yield, written as a fraction of the theoretical maximum amount of product (1.0 means a 100% yield; for example, 0.34 means a 34% yield). The reactants are [Cl:1][C:2]1[N:7]=[C:6]([C:8]#[C:9][C:10]([CH3:13])([CH3:12])[CH3:11])[C:5]([NH:14]C(=O)CCC)=[CH:4][CH:3]=1.CC([O-])(C)C.[K+]. The catalyst is CN(C=O)C. The product is [C:10]([C:9]1[NH:14][C:5]2[C:6](=[N:7][C:2]([Cl:1])=[CH:3][CH:4]=2)[CH:8]=1)([CH3:13])([CH3:12])[CH3:11]. The yield is 0.940.